From a dataset of Forward reaction prediction with 1.9M reactions from USPTO patents (1976-2016). Predict the product of the given reaction. (1) The product is: [Cl:15][C:11]1[CH:10]=[C:9]([C:7]2[N:6]=[C:5]3[CH2:16][CH2:17][CH2:18][C:4]3=[C:3]([NH:19][C:20]3[CH:21]=[CH:22][C:23]([CH2:26][CH2:27][CH2:28][C:29]([O:31][CH3:32])=[O:30])=[CH:24][CH:25]=3)[CH:8]=2)[CH:14]=[CH:13][CH:12]=1. Given the reactants Cl.Cl[C:3]1[CH:8]=[C:7]([C:9]2[CH:14]=[CH:13][CH:12]=[C:11]([Cl:15])[CH:10]=2)[N:6]=[C:5]2[CH2:16][CH2:17][CH2:18][C:4]=12.[NH2:19][C:20]1[CH:25]=[CH:24][C:23]([CH2:26][CH2:27][CH2:28][C:29]([O:31][CH3:32])=[O:30])=[CH:22][CH:21]=1, predict the reaction product. (2) Given the reactants CS([C:5]1[O:6][C:7]([C:10]2[CH:11]=[CH:12][C:13]3[O:17][CH:16]=[C:15]([C:18]4[CH:23]=[CH:22][C:21]([O:24][C:25]([F:28])([F:27])[F:26])=[CH:20][CH:19]=4)[C:14]=3[CH:29]=2)=[N:8][N:9]=1)(=O)=O.[NH:30]1[CH2:35][CH2:34][NH:33][CH2:32][CH2:31]1, predict the reaction product. The product is: [F:26][C:25]([F:28])([F:27])[O:24][C:21]1[CH:22]=[CH:23][C:18]([C:15]2[C:14]3[CH:29]=[C:10]([C:7]4[O:6][C:5]([N:30]5[CH2:35][CH2:34][NH:33][CH2:32][CH2:31]5)=[N:9][N:8]=4)[CH:11]=[CH:12][C:13]=3[O:17][CH:16]=2)=[CH:19][CH:20]=1. (3) Given the reactants [Cl:1][C:2]1[CH:3]=[C:4]([N:9]2[C:13]([C:14]3[CH:15]=[CH:16][C:17]4[N:18]([N:20]=[CH:21][N:22]=4)[CH:19]=3)=[C:12]([CH3:23])[NH:11][C:10]2=[O:24])[CH:5]=[CH:6][C:7]=1[F:8].CN(C)C=O.CC(C)([O-])C.[K+].Br[CH2:37][C:38]1[CH:43]=[CH:42][CH:41]=[C:40]([CH3:44])[CH:39]=1, predict the reaction product. The product is: [N:22]1[CH:21]=[N:20][N:18]2[CH:19]=[C:14]([C:13]3[N:9]([C:4]4[CH:5]=[CH:6][C:7]([F:8])=[C:2]([Cl:1])[CH:3]=4)[C:10](=[O:24])[N:11]([CH2:37][C:38]4[CH:43]=[CH:42][CH:41]=[C:40]([CH3:44])[CH:39]=4)[C:12]=3[CH3:23])[CH:15]=[CH:16][C:17]=12. (4) Given the reactants [C:1]([C:5]1[CH:10]=[CH:9][C:8]([S:11](Cl)(=[O:13])=[O:12])=[CH:7][C:6]=1[Cl:15])([CH3:4])([CH3:3])[CH3:2].[CH3:16][C:17]1[CH:21]=[C:20]([NH2:22])[N:19]([C:23]2[CH:32]=[CH:31][CH:30]=[C:29]3[C:24]=2[CH:25]=[CH:26][CH:27]=[N:28]3)[N:18]=1, predict the reaction product. The product is: [C:1]([C:5]1[CH:10]=[CH:9][C:8]([S:11]([NH:22][C:20]2[N:19]([C:23]3[CH:32]=[CH:31][CH:30]=[C:29]4[C:24]=3[CH:25]=[CH:26][CH:27]=[N:28]4)[N:18]=[C:17]([CH3:16])[CH:21]=2)(=[O:13])=[O:12])=[CH:7][C:6]=1[Cl:15])([CH3:4])([CH3:3])[CH3:2].